Predict the product of the given reaction. From a dataset of Forward reaction prediction with 1.9M reactions from USPTO patents (1976-2016). (1) Given the reactants [C:1]([OH:8])(=[O:7])/[CH:2]=[CH:3]/[C:4]([OH:6])=[O:5].[C:9]([C:12]([CH3:44])([CH3:43])[CH2:13][NH:14][C:15](=[O:42])[C@H:16]([CH:39]([CH3:41])[CH3:40])[CH2:17][C@H:18]([OH:38])[C@@H:19]([NH2:37])[CH2:20][N:21]1[CH2:26][C:25](=[O:27])[N:24]([C:28]2[CH:33]=[CH:32][CH:31]=[CH:30][C:29]=2[CH3:34])[CH2:23][C:22]1([CH3:36])[CH3:35])(=[O:11])[NH2:10], predict the reaction product. The product is: [C:1]([OH:8])(=[O:7])/[CH:2]=[CH:3]/[C:4]([OH:6])=[O:5].[C:9]([C:12]([CH3:43])([CH3:44])[CH2:13][NH:14][C:15](=[O:42])[C@H:16]([CH:39]([CH3:40])[CH3:41])[CH2:17][C@H:18]([OH:38])[C@@H:19]([NH2:37])[CH2:20][N:21]1[CH2:26][C:25](=[O:27])[N:24]([C:28]2[CH:33]=[CH:32][CH:31]=[CH:30][C:29]=2[CH3:34])[CH2:23][C:22]1([CH3:36])[CH3:35])(=[O:11])[NH2:10]. (2) Given the reactants [CH2:1]1[CH:10]2[CH:4]([CH2:5][CH2:6][CH2:7][CH2:8][CH2:9]2)[CH2:3][CH:2]1[N:11]1[CH2:27][CH2:26][C:14]2([N:18]([C:19]3[CH:24]=[CH:23][CH:22]=[CH:21][CH:20]=3)[CH2:17][CH2:16][CH:15]2[OH:25])[CH2:13][CH2:12]1.[C:28]([O-:35])(=[O:34])/[CH:29]=[CH:30]/[C:31]([O-:33])=[O:32].C(O)(=O)/C=C/C(O)=O, predict the reaction product. The product is: [C:28]([OH:35])(=[O:34])/[CH:29]=[CH:30]/[C:31]([OH:33])=[O:32].[CH2:1]1[CH:10]2[CH:4]([CH2:5][CH2:6][CH2:7][CH2:8][CH2:9]2)[CH2:3][CH:2]1[N:11]1[CH2:27][CH2:26][C:14]2([N:18]([C:19]3[CH:24]=[CH:23][CH:22]=[CH:21][CH:20]=3)[CH2:17][CH2:16][C:15]2=[O:25])[CH2:13][CH2:12]1. (3) The product is: [F:19][C:20]1[CH:21]=[C:22]([O:27][CH3:28])[C:23]2[N:24]([CH:2]=[C:3]([CH2:4][C@@H:5]3[CH2:10][CH2:9][CH2:8][CH2:7][NH:6]3)[N:26]=2)[CH:25]=1. Given the reactants Br[CH2:2][C:3](=O)[CH2:4][C@@H:5]1[CH2:10][CH2:9][CH2:8][CH2:7][N:6]1C(OC(C)(C)C)=O.[F:19][C:20]1[CH:21]=[C:22]([O:27][CH3:28])[C:23]([NH2:26])=[N:24][CH:25]=1, predict the reaction product. (4) The product is: [C:38]1([C:33]2[N:32]=[C:31]([NH:30][C:28]3[CH:27]=[CH:26][CH:25]=[C:21]([C:16]4[CH:15]=[CH:20][CH:19]=[CH:18][CH:17]=4)[N:29]=3)[CH:36]=[CH:35][CH:34]=2)[CH:43]=[CH:42][CH:41]=[CH:40][CH:39]=1. Given the reactants [C:16]1([CH3:21])[CH:17]=[CH:18][CH:19]=[CH:20][C:15]=1P([C:15]1[CH:20]=[CH:19][CH:18]=[CH:17][C:16]=1[CH3:21])[C:15]1[CH:20]=[CH:19][CH:18]=[CH:17][C:16]=1[CH3:21].BrC1[N:29]=[C:28]([NH:30][C:31]2[CH:36]=[CH:35][CH:34]=[C:33](Br)[N:32]=2)[CH:27]=[CH:26][CH:25]=1.[C:38]1(B(O)O)[CH:43]=[CH:42][CH:41]=[CH:40][CH:39]=1.C(=O)([O-])[O-].[Na+].[Na+], predict the reaction product. (5) Given the reactants [Cl:1][C:2]1[C:11]2[C:6](=[CH:7][C:8]([C:12]3[CH:17]=[CH:16][C:15]([O:18]C)=[C:14]([F:20])[CH:13]=3)=[CH:9][CH:10]=2)[CH:5]=[CH:4][C:3]=1[OH:21].B(Br)(Br)Br, predict the reaction product. The product is: [Cl:1][C:2]1[C:11]2[C:6](=[CH:7][C:8]([C:12]3[CH:17]=[CH:16][C:15]([OH:18])=[C:14]([F:20])[CH:13]=3)=[CH:9][CH:10]=2)[CH:5]=[CH:4][C:3]=1[OH:21]. (6) The product is: [Cl:57][C:58]1[CH:59]=[C:60]([NH:61][C:20]([C:17]2[CH:16]=[C:15]([C:12]3[CH:11]=[CH:10][C:9]([O:8][CH2:7][C@H:5]4[CH2:4][O:3][C:2]([CH3:1])([CH3:23])[O:6]4)=[CH:14][CH:13]=3)[O:19][N:18]=2)=[O:22])[CH:62]=[CH:63][C:64]=1[O:65][CH:66]([CH3:67])[CH3:68]. Given the reactants [CH3:1][C:2]1([CH3:23])[O:6][CH:5]([CH2:7][O:8][C:9]2[CH:14]=[CH:13][C:12]([C:15]3[O:19][N:18]=[C:17]([C:20]([OH:22])=O)[CH:16]=3)=[CH:11][CH:10]=2)[CH2:4][O:3]1.CCN(C(C)C)C(C)C.CN(C(ON1N=NC2C=CC=NC1=2)=[N+](C)C)C.F[P-](F)(F)(F)(F)F.[Cl:57][C:58]1[CH:59]=[C:60]([CH:62]=[CH:63][C:64]=1[O:65][CH:66]([CH3:68])[CH3:67])[NH2:61], predict the reaction product. (7) Given the reactants [OH:1][CH2:2][CH2:3][CH:4]1[CH2:8][O:7][C:6]([CH3:10])([CH3:9])[O:5]1.C(N(CC)CC)C.[CH3:18][S:19](Cl)(=[O:21])=[O:20], predict the reaction product. The product is: [CH3:18][S:19]([O:1][CH2:2][CH2:3][CH:4]1[CH2:8][O:7][C:6]([CH3:10])([CH3:9])[O:5]1)(=[O:21])=[O:20].